Dataset: Peptide-MHC class I binding affinity with 185,985 pairs from IEDB/IMGT. Task: Regression. Given a peptide amino acid sequence and an MHC pseudo amino acid sequence, predict their binding affinity value. This is MHC class I binding data. (1) The peptide sequence is VGINMSKKK. The MHC is HLA-A33:01 with pseudo-sequence HLA-A33:01. The binding affinity (normalized) is 0. (2) The binding affinity (normalized) is 0.129. The peptide sequence is SVFTGLLPF. The MHC is HLA-C15:02 with pseudo-sequence HLA-C15:02. (3) The peptide sequence is DSMDVLAEKK. The MHC is HLA-A31:01 with pseudo-sequence HLA-A31:01. The binding affinity (normalized) is 0.362.